Dataset: Experimentally validated miRNA-target interactions with 360,000+ pairs, plus equal number of negative samples. Task: Binary Classification. Given a miRNA mature sequence and a target amino acid sequence, predict their likelihood of interaction. (1) The miRNA is hsa-miR-208a-5p with sequence GAGCUUUUGGCCCGGGUUAUAC. The protein sequence of the target gene is MAGQGDCCVKVAVRIRPQLSKEKIEGCHICTSVTPGEPQVLLGKDKAFTYDFVFDLDTWQEQIYSTCVSKLIEGCFEGYNATVLAYGQTGAGKTYTMGTGFDTVTSEEEQGIIPRAIAHLFRGIDERKRRAQEKGVTGPEFKVSAQFLELYNEEILDLFDSTRDPDARHRRSNIKIHEDANGGIYTTGVTSRLINSQEELIQCLKQGALSRTTASTQMNVQSSRSHAIFTIHLCQMRVCAQPDLVNETVTGLPDGAAPTGTEYETLTAKFHFVDLAGSERLKRTGATGERAKEGISINCG.... Result: 0 (no interaction). (2) The miRNA is hsa-miR-4762-5p with sequence CCAAAUCUUGAUCAGAAGCCU. The protein sequence of the target gene is MASGRGASSRWFFTREQLENTPSRRCGVEADEELSHRQQAANLIQDMGQRLNVSQLTINTAIVYMHRFYMHHSFTKFNRNIISPTALFLAAKVEEQARKLEHVIKVAHACLHPLEPLLDTKCDAYLQQTQELVLLETIMLQTLGFEITIEHPHTDVVKCTQLVRASKDLAQTSYFMATNSLHLTTFCLQYKPTVIACVCIHLACKWSNWEIPVSTDGKHWWEYVDPTVTLELLDELTHEFLQILEKTPSRLKRIRNWRAMAKKPKVDGQVSETPLLGSSLVQNSILVDSVTGVPANPSFQ.... Result: 0 (no interaction). (3) The miRNA is mmu-miR-5104 with sequence CUGUGCUAGUGAGGUGGCUCAGCA. The protein sequence of the target gene is MTRGLAPLLPIEFHKMGSFRRPRPRFMSSPVLSELPRFQAARQALQLSSNSAWNSVQTAVINVFKGGGLQSNELYALNESIRRLLKSELGSFITDYFQNQLLAKGLSFVEEKIKLCEGDNRIEVLAEVWDHFFTETLPTLQAIFYPVQGQELTIRQISLLGFRDLVLLKVKLGDVLLLAQSKLPSSVIQMLLILQSVHEPTGPSEGYLQLEELVKQVVSPFLSISGDRSCSGPTYSLARRHSRVRPKVTVLNYASLMTTVGRPLNEMVLTPLTEQEGEAYLEKCGSVRRHTVANAHSDIQ.... Result: 0 (no interaction). (4) The miRNA is hsa-miR-940 with sequence AAGGCAGGGCCCCCGCUCCCC. The protein sequence of the target gene is MKKQRKILWRKGIHLAFSEKWNTGFGGFKKFYFHQHLCILKAKLGRPVTWNRQLRHFQGRKKALQIQKTWIKDEPLCAKTKFNVATQNVSTLSSKVKRKDAKHFISSSKTLLRLQAEKLLSSAKNSDHEYCREKNLLKAVTDFPSNSALGQANGHRPRTDPQPSDFPMKFNGESQSPGESGTIVVTLNNHKRKGFCYGCCQGPEHHRNGGPLIPKKFQLNQHRRIKLSPLMMYEKLSMIRFRYRILRSQHFRTKSKVCKLRKAQRSWVQKVTGDHQETRRENGEGGSCSPFPSPEPKDPS.... Result: 1 (interaction). (5) The miRNA is hsa-miR-4494 with sequence CCAGACUGUGGCUGACCAGAGG. The protein sequence of the target gene is MDHYDSQQTNDYMQPEEDWDRDLLLDPAWEKQQRKTFTAWCNSHLRKAGTQIENIEEDFRDGLKLMLLLEVISGERLAKPERGKMRVHKISNVNKALDFIASKGVKLVSIGAEEIVDGNVKMTLGMIWTIILRFAIQDISVEETSAKEGLLLWCQRKTAPYKNVNIQNFHISWKDGLGFCALIHRHRPELIDYGKLRKDDPLTNLNTAFDVAERFLDIPKMLDAEDIVGTARPDEKAIMTYVSSFYHAFSGAQKAETAANRICKVLAVNQENEQLMEDYEKLASDLLEWIRRTIPWLENR.... Result: 0 (no interaction). (6) The miRNA is rno-miR-182 with sequence UUUGGCAAUGGUAGAACUCACACCG. The protein sequence of the target gene is MSPHPEAITDCVTLNTVGQLAEGGYPLRFSTLFQEQQKMNISQASVSFKDVTIEFTQEEWQQMAPVQKNLYRDVMLENYSNLVSVGYCCFKPEVIFKLEQGEEPWFSEEEFSNQSHPKDYRGDDLIKQNKKIKDKHLEQAICINNKTLTTEEEKVLGKPFTLHVAAVASTKMSCKCNSWEVNLQSISEFIINNRNYSTKKIGCGNVCENSPFKINFEKTQTGEKFYEHNKNMKALNYNENLPKHPKFQTLEQAFECNKIGKAFNDKANCVKHNSSHTGETSSKDDEFRKNCDKKTLFDHR.... Result: 0 (no interaction). (7) The miRNA is hsa-miR-1233-3p with sequence UGAGCCCUGUCCUCCCGCAG. The protein sequence of the target gene is MAGRSLCLTRSSVPGTPFPPPVQQPSTPGPDLLALEEEYKRLNAELQAKTADVVQQAKEIIRDRQEVRSRPVSTQMKSCDDEDDYSLRGLLPSEGIVHLHSETKPKTKNIDPVNKVQNKLHSANKGRKTNSSVKLKYSDVQTADDVAIPEDFSDFSLAKTISKIEGQLEEEGLPEYIDDIFSGVSNDIGTEAQIRFLKAKLHVMQEELDNVVCECNKKEDEIQNLKSQVKNFEEDFMRQQRTINMQQSQVEKYKTLFEEANKKYDGLQQQLSSVERELENKRRLQKQAASSQSATEVRLN.... Result: 1 (interaction).